From a dataset of Catalyst prediction with 721,799 reactions and 888 catalyst types from USPTO. Predict which catalyst facilitates the given reaction. (1) Reactant: [NH2:1][C:2]1[CH:13]=[CH:12][C:5]2[CH2:6][NH:7][C:8](=[O:11])[NH:9][CH2:10][C:4]=2[CH:3]=1.Cl[C:15]1[N:20]=[C:19]([NH:21][C:22]2[CH:27]=[CH:26][CH:25]=[CH:24][C:23]=2[NH:28][S:29]([CH3:32])(=[O:31])=[O:30])[C:18]([Cl:33])=[CH:17][N:16]=1.Cl.O1CCOCC1.Cl. Product: [Cl:33][C:18]1[C:19]([NH:21][C:22]2[CH:27]=[CH:26][CH:25]=[CH:24][C:23]=2[NH:28][S:29]([CH3:32])(=[O:31])=[O:30])=[N:20][C:15]([NH:1][C:2]2[CH:13]=[CH:12][C:5]3[CH2:6][NH:7][C:8](=[O:11])[NH:9][CH2:10][C:4]=3[CH:3]=2)=[N:16][CH:17]=1. The catalyst class is: 32. (2) Reactant: Cl[C:2]1[CH:11]=[C:10]([C:12]2[CH:13]=[N:14][CH:15]=[N:16][CH:17]=2)[C:9]2[CH2:8][CH2:7][CH2:6][CH2:5][C:4]=2[N:3]=1.[OH:18][CH2:19][C:20]1[CH:27]=[CH:26][C:23]([C:24]#[N:25])=[CH:22][CH:21]=1.O(C(C)(C)C)[Na]. Product: [N:14]1[CH:13]=[C:12]([C:10]2[C:9]3[CH2:8][CH2:7][CH2:6][CH2:5][C:4]=3[N:3]=[C:2]([O:18][CH2:19][C:20]3[CH:27]=[CH:26][C:23]([C:24]#[N:25])=[CH:22][CH:21]=3)[CH:11]=2)[CH:17]=[N:16][CH:15]=1. The catalyst class is: 187.